This data is from Peptide-MHC class I binding affinity with 185,985 pairs from IEDB/IMGT. The task is: Regression. Given a peptide amino acid sequence and an MHC pseudo amino acid sequence, predict their binding affinity value. This is MHC class I binding data. The peptide sequence is QAPYQGRVFA. The MHC is H-2-Db with pseudo-sequence H-2-Db. The binding affinity (normalized) is 0.213.